This data is from Forward reaction prediction with 1.9M reactions from USPTO patents (1976-2016). The task is: Predict the product of the given reaction. (1) The product is: [NH2:1][C:2]1[N:7]=[C:6]([C:8]2[CH:16]=[CH:15][C:11]3[O:12][CH2:13][O:14][C:10]=3[CH:9]=2)[C:5]([C:17]#[N:18])=[C:4]([NH:32][CH2:31][CH2:30][CH2:29][C:23]2[CH:28]=[CH:27][CH:26]=[CH:25][CH:24]=2)[N:3]=1. Given the reactants [NH2:1][C:2]1[N:7]=[C:6]([C:8]2[CH:16]=[CH:15][C:11]3[O:12][CH2:13][O:14][C:10]=3[CH:9]=2)[C:5]([C:17]#[N:18])=[C:4](S(C)(=O)=O)[N:3]=1.[C:23]1([CH2:29][CH2:30][CH2:31][NH2:32])[CH:28]=[CH:27][CH:26]=[CH:25][CH:24]=1, predict the reaction product. (2) Given the reactants C(OC([NH:8][C:9]1[C:10]([N:27]2[CH2:32][CH2:31][CH2:30][C@H:29]([NH:33][C:34](=[O:40])[O:35][C:36]([CH3:39])([CH3:38])[CH3:37])[CH2:28]2)=[C:11]2[CH:17]=[N:16][N:15]([CH2:18][C:19]3[CH:24]=[CH:23][C:22]([O:25][CH3:26])=[CH:21][CH:20]=3)[C:12]2=[N:13][CH:14]=1)=O)(C)(C)C.Cl.O1CCOCC1.C(OC(OC(C)(C)C)=O)(OC(C)(C)C)=O.C(N(CC)CC)C, predict the reaction product. The product is: [NH2:8][C:9]1[C:10]([N:27]2[CH2:32][CH2:31][CH2:30][C@H:29]([NH:33][C:34](=[O:40])[O:35][C:36]([CH3:38])([CH3:37])[CH3:39])[CH2:28]2)=[C:11]2[CH:17]=[N:16][N:15]([CH2:18][C:19]3[CH:24]=[CH:23][C:22]([O:25][CH3:26])=[CH:21][CH:20]=3)[C:12]2=[N:13][CH:14]=1. (3) Given the reactants [C:1](=[O:12])([O:7][C:8]([CH3:11])([CH3:10])[CH3:9])OC(C)(C)C.[CH2:13]([O:15][CH:16]([CH2:21][C:22]1[CH:27]=[CH:26][C:25]([C:28]2[CH:33]=[CH:32][CH:31]=[C:30]([CH2:34][NH:35][CH3:36])[CH:29]=2)=[CH:24][CH:23]=1)[C:17]([O:19][CH3:20])=[O:18])[CH3:14].C(N(CC)CC)C, predict the reaction product. The product is: [C:8]([O:7][C:1]([CH2:36][NH:35][CH2:34][C:30]1[CH:29]=[C:28]([C:25]2[CH:26]=[CH:27][C:22]([CH2:21][CH:16]([O:15][CH2:13][CH3:14])[C:17]([O:19][CH3:20])=[O:18])=[CH:23][CH:24]=2)[CH:33]=[CH:32][CH:31]=1)=[O:12])([CH3:9])([CH3:10])[CH3:11]. (4) Given the reactants [C:1]([O:5][C:6]([C:8]1[CH:9]=[C:10]([C:43]2[CH:48]=[CH:47][CH:46]=[C:45](F)[CH:44]=2)[CH:11]=[C:12]([O:14][CH2:15][CH2:16][CH2:17][CH2:18][CH2:19][CH2:20][C:21]2[CH:26]=[CH:25][CH:24]=[C:23]([O:27][CH2:28][CH2:29][CH2:30][C:31]([O:33][CH2:34][CH3:35])=[O:32])[C:22]=2[CH2:36][CH2:37][C:38]([O:40][CH2:41][CH3:42])=[O:39])[CH:13]=1)=[O:7])([CH3:4])([CH3:3])[CH3:2].C([O:54][C:55](=[O:72])C1C=C(O)C=C(C2C=CC3OCOC=3C=2)C=1)(C)(C)C, predict the reaction product. The product is: [C:1]([O:5][C:6](=[O:7])[C:8]1[CH:13]=[C:12]([O:14][CH2:15][CH2:16][CH2:17][CH2:18][CH2:19][CH2:20][C:21]2[CH:26]=[CH:25][CH:24]=[C:23]([O:27][CH2:28][CH2:29][CH2:30][C:31]([O:33][CH2:34][CH3:35])=[O:32])[C:22]=2[CH2:36][CH2:37][C:38]([O:40][CH2:41][CH3:42])=[O:39])[CH:11]=[C:10]([C:43]2[CH:48]=[CH:47][C:46]3[O:54][CH2:55][O:72][C:45]=3[CH:44]=2)[CH:9]=1)([CH3:4])([CH3:3])[CH3:2]. (5) Given the reactants [F:1][C:2]1[CH:3]=[C:4]([N+:15]([O-])=O)[CH:5]=[C:6]2[C:10]=1[N:9]([CH2:11][CH2:12][F:13])[C:8](=[O:14])[CH2:7]2.[Cl-].[NH4+], predict the reaction product. The product is: [NH2:15][C:4]1[CH:5]=[C:6]2[C:10](=[C:2]([F:1])[CH:3]=1)[N:9]([CH2:11][CH2:12][F:13])[C:8](=[O:14])[CH2:7]2. (6) Given the reactants C(OC([N:8]1[CH2:13][CH2:12][N:11]([C:14]2[CH:19]=[C:18]([S:20]([C:23]3[CH:28]=[CH:27][CH:26]=[CH:25][CH:24]=3)(=[O:22])=[O:21])[CH:17]=[CH:16][C:15]=2[Cl:29])[CH2:10][CH2:9]1)=O)(C)(C)C, predict the reaction product. The product is: [C:23]1([S:20]([C:18]2[CH:17]=[CH:16][C:15]([Cl:29])=[C:14]([N:11]3[CH2:10][CH2:9][NH:8][CH2:13][CH2:12]3)[CH:19]=2)(=[O:22])=[O:21])[CH:24]=[CH:25][CH:26]=[CH:27][CH:28]=1. (7) Given the reactants C[O:2][C:3]1[CH:8]=[CH:7][C:6]([C:9]2[CH:10]=[C:11]3[N:16]([CH:17]=2)[CH:15]=[CH:14][CH:13]=[CH:12]3)=[CH:5][CH:4]=1.C([S-])C.[Na+], predict the reaction product. The product is: [OH:2][C:3]1[CH:4]=[CH:5][C:6]([C:9]2[CH:10]=[C:11]3[N:16]([CH:17]=2)[CH:15]=[CH:14][CH:13]=[CH:12]3)=[CH:7][CH:8]=1. (8) Given the reactants [CH:1]1([C:5]2[S:6][C:7]([C:10]3[CH:15]=[CH:14][CH:13]=[CH:12][C:11]=3[N+:16]([O-])=O)=[N:8][N:9]=2)[CH2:4][CH2:3][CH2:2]1.O.[Cl-].[NH4+], predict the reaction product. The product is: [CH:1]1([C:5]2[S:6][C:7]([C:10]3[CH:15]=[CH:14][CH:13]=[CH:12][C:11]=3[NH2:16])=[N:8][N:9]=2)[CH2:2][CH2:3][CH2:4]1. (9) Given the reactants C([O:3][C:4]([C:6]1[C:10]([CH3:11])=[CH:9][NH:8][C:7]=1[CH2:12][CH2:13][NH:14][CH2:15][CH2:16][N:17]([CH2:20][CH3:21])[CH2:18][CH3:19])=O)C.C[Al](C)C.Cl.[OH-].[Na+], predict the reaction product. The product is: [CH2:18]([N:17]([CH2:20][CH3:21])[CH2:16][CH2:15][N:14]1[CH2:13][CH2:12][C:7]2[NH:8][CH:9]=[C:10]([CH3:11])[C:6]=2[C:4]1=[O:3])[CH3:19]. (10) The product is: [N:1]1([CH2:7][CH2:8][CH2:9][O:10][C:11]2[CH:26]=[CH:25][C:14]([C:15]3[O:20][CH2:19][CH:18]([C:21]([O:23][CH3:24])=[O:22])[N:17]=3)=[CH:13][CH:12]=2)[CH2:6][CH2:5][CH2:4][CH2:3][CH2:2]1. Given the reactants [N:1]1([CH2:7][CH2:8][CH2:9][O:10][C:11]2[CH:26]=[CH:25][C:14]([C:15]([NH:17][C@H:18]([C:21]([O:23][CH3:24])=[O:22])[CH2:19][OH:20])=O)=[CH:13][CH:12]=2)[CH2:6][CH2:5][CH2:4][CH2:3][CH2:2]1.C(N(S(F)(F)F)CC)C.C(=O)([O-])[O-].[K+].[K+], predict the reaction product.